Dataset: Catalyst prediction with 721,799 reactions and 888 catalyst types from USPTO. Task: Predict which catalyst facilitates the given reaction. Reactant: [F:1][C:2]1([CH2:16][O:17][C:18]2[CH:23]=[CH:22][C:21]([S:24]([NH2:27])(=[O:26])=[O:25])=[CH:20][C:19]=2[N+:28]([O-:30])=[O:29])[CH2:7][CH2:6][C:5]2(OC3C=CC=CC=3[O:8]2)[CH2:4][CH2:3]1.Cl.C([O-])([O-])=O.[Na+].[Na+]. Product: [F:1][C:2]1([CH2:16][O:17][C:18]2[CH:23]=[CH:22][C:21]([S:24]([NH2:27])(=[O:26])=[O:25])=[CH:20][C:19]=2[N+:28]([O-:30])=[O:29])[CH2:3][CH2:4][C:5](=[O:8])[CH2:6][CH2:7]1. The catalyst class is: 8.